Dataset: Peptide-MHC class I binding affinity with 185,985 pairs from IEDB/IMGT. Task: Regression. Given a peptide amino acid sequence and an MHC pseudo amino acid sequence, predict their binding affinity value. This is MHC class I binding data. (1) The peptide sequence is RLIVLFEVFV. The MHC is HLA-A02:01 with pseudo-sequence HLA-A02:01. The binding affinity (normalized) is 0.572. (2) The peptide sequence is KGAVDLSHFL. The MHC is HLA-B40:01 with pseudo-sequence HLA-B40:01. The binding affinity (normalized) is 0.